This data is from Blood-brain barrier permeability classification from the B3DB database. The task is: Regression/Classification. Given a drug SMILES string, predict its absorption, distribution, metabolism, or excretion properties. Task type varies by dataset: regression for continuous measurements (e.g., permeability, clearance, half-life) or binary classification for categorical outcomes (e.g., BBB penetration, CYP inhibition). Dataset: b3db_classification. The drug is O=C1NCN(c2ccccc2)C12CCN(CCCC(c1ccc(F)cc1)c1ccc(F)cc1)CC2. The result is 1 (penetrates BBB).